Dataset: Full USPTO retrosynthesis dataset with 1.9M reactions from patents (1976-2016). Task: Predict the reactants needed to synthesize the given product. (1) Given the product [Cl:1][C:2]1[C:3]([O:11][CH2:12][C:13]([F:15])([F:16])[F:14])=[N:4][CH:5]=[C:6]([NH2:8])[CH:7]=1, predict the reactants needed to synthesize it. The reactants are: [Cl:1][C:2]1[C:3]([O:11][CH2:12][C:13]([F:16])([F:15])[F:14])=[N:4][CH:5]=[C:6]([N+:8]([O-])=O)[CH:7]=1.Cl. (2) Given the product [CH2:37]([O:34][C:31]1[CH:30]=[CH:29][C:28]([C:14]2[C:15]([C:16]3[CH:21]=[CH:20][N:19]=[C:18]([NH:22][CH:23]4[CH2:24][CH2:25][CH2:26][CH2:27]4)[N:17]=3)=[C:11]3[CH:10]=[CH:9][CH:8]=[C:7]([NH:6][CH:1]4[CH2:2][CH2:3][CH2:4][CH2:5]4)[N:12]3[N:13]=2)=[CH:33][CH:32]=1)[CH:36]=[CH2:35], predict the reactants needed to synthesize it. The reactants are: [CH:1]1([NH:6][C:7]2[N:12]3[N:13]=[C:14]([C:28]4[CH:33]=[CH:32][C:31]([OH:34])=[CH:30][CH:29]=4)[C:15]([C:16]4[CH:21]=[CH:20][N:19]=[C:18]([NH:22][CH:23]5[CH2:27][CH2:26][CH2:25][CH2:24]5)[N:17]=4)=[C:11]3[CH:10]=[CH:9][CH:8]=2)[CH2:5][CH2:4][CH2:3][CH2:2]1.[CH2:35](Br)[CH:36]=[CH2:37].C(=O)([O-])[O-].[K+].[K+].O. (3) Given the product [Cl:33][C:25]1[CH:24]=[C:23]([CH:28]=[CH:27][C:26]=1[O:29][CH:30]([CH3:32])[CH3:31])[C:22]([NH:21][C@@H:3]([CH2:4][C:5]1[CH:10]=[CH:9][C:8]([C:11]2[N:12]=[C:13]3[C:18]([CH3:19])=[CH:17][CH:16]=[CH:15][N:14]3[CH:20]=2)=[CH:7][CH:6]=1)[CH2:2][NH:1][C:38](=[O:39])[CH2:37][N:36]([CH3:41])[CH3:35])=[O:34], predict the reactants needed to synthesize it. The reactants are: [NH2:1][CH2:2][C@@H:3]([NH:21][C:22](=[O:34])[C:23]1[CH:28]=[CH:27][C:26]([O:29][CH:30]([CH3:32])[CH3:31])=[C:25]([Cl:33])[CH:24]=1)[CH2:4][C:5]1[CH:10]=[CH:9][C:8]([C:11]2[N:12]=[C:13]3[C:18]([CH3:19])=[CH:17][CH:16]=[CH:15][N:14]3[CH:20]=2)=[CH:7][CH:6]=1.[CH3:35][N:36]([CH3:41])[CH2:37][C:38](O)=[O:39]. (4) The reactants are: [CH2:1]([Si:3]([CH2:7][CH3:8])([CH2:5][CH3:6])Cl)[CH3:2].[CH2:9]([O:16][C:17](=[O:32])[NH:18][CH2:19][C@@H:20]([OH:31])[CH2:21][N:22]1[CH2:29][CH2:28][C:25]2([CH2:27][CH2:26]2)[C@H:24]([OH:30])[CH2:23]1)[C:10]1[CH:15]=[CH:14][CH:13]=[CH:12][CH:11]=1.N1[CH:37]=[CH:36]N=C1. Given the product [CH2:9]([O:16][C:17](=[O:32])[NH:18][CH2:19][C@@H:20]([O:31][Si:3]([CH2:36][CH3:37])([CH2:5][CH3:6])[CH2:1][CH3:2])[CH2:21][N:22]1[CH2:29][CH2:28][C:25]2([CH2:27][CH2:26]2)[C@H:24]([O:30][Si:3]([CH2:7][CH3:8])([CH2:5][CH3:6])[CH2:1][CH3:2])[CH2:23]1)[C:10]1[CH:15]=[CH:14][CH:13]=[CH:12][CH:11]=1, predict the reactants needed to synthesize it.